This data is from Reaction yield outcomes from USPTO patents with 853,638 reactions. The task is: Predict the reaction yield, written as a fraction of the theoretical maximum amount of product (1.0 means a 100% yield; for example, 0.34 means a 34% yield). (1) The reactants are [CH3:1][O:2][CH2:3][CH:4]([NH:6][C:7]([C:9]1[CH:10]=[C:11]([C:18]2[CH:23]=[CH:22][C:21]([CH3:24])=[CH:20][CH:19]=2)[CH:12]=[C:13]([N:15]=[N+:16]=[N-:17])[CH:14]=1)=[O:8])[CH3:5].[C:25]([Si](C)(C)C)#[CH:26]. The catalyst is CN(C=O)C. The product is [CH3:1][O:2][CH2:3][CH:4]([NH:6][C:7]([C:9]1[CH:10]=[C:11]([C:18]2[CH:19]=[CH:20][C:21]([CH3:24])=[CH:22][CH:23]=2)[CH:12]=[C:13]([N:15]2[CH:26]=[CH:25][N:17]=[N:16]2)[CH:14]=1)=[O:8])[CH3:5]. The yield is 0.500. (2) The reactants are [Br:1][C:2]1[CH:7]=[CH:6][C:5]([S:8](Cl)(=[O:10])=[O:9])=[C:4]([O:12][C:13]([F:16])([F:15])[F:14])[CH:3]=1.[CH3:17][NH2:18]. No catalyst specified. The product is [Br:1][C:2]1[CH:7]=[CH:6][C:5]([S:8]([NH:18][CH3:17])(=[O:10])=[O:9])=[C:4]([O:12][C:13]([F:16])([F:15])[F:14])[CH:3]=1. The yield is 0.610. (3) The catalyst is C1COCC1. The yield is 0.190. The reactants are [CH3:1][N:2]1[CH2:7][CH2:6][O:5][CH2:4][CH:3]1[CH2:8][OH:9].[H-].[Na+].[N+](C1C=CC([O:21][C:22]([N:24]2[CH2:29][CH2:28][N:27]([C:30]3[CH:35]=[CH:34][C:33]([F:36])=[CH:32][C:31]=3[F:37])[CH2:26][CH2:25]2)=O)=CC=1)([O-])=O. The product is [F:37][C:31]1[CH:32]=[C:33]([F:36])[CH:34]=[CH:35][C:30]=1[N:27]1[CH2:28][CH2:29][N:24]([C:22]([O:9][CH2:8][CH:3]2[CH2:4][O:5][CH2:6][CH2:7][N:2]2[CH3:1])=[O:21])[CH2:25][CH2:26]1. (4) The reactants are [Cl:1][C:2]1[C:3]([C:8]2[CH:9]=[C:10]3[C:14](=[CH:15][CH:16]=2)[N:13]([C:17]([O:19][C:20]([CH3:23])([CH3:22])[CH3:21])=[O:18])[N:12]=[C:11]3[NH:24][C:25]2[S:26][C:27]([CH2:30]O)=[CH:28][N:29]=2)=[N:4][CH:5]=[CH:6][CH:7]=1.CC(C)(O)[C:34]#[N:35].N(C(N1CCCCC1)=O)=NC(N1CCCCC1)=O.C(P(CCCC)CCCC)CCC. The catalyst is O1CCCC1. The product is [Cl:1][C:2]1[C:3]([C:8]2[CH:9]=[C:10]3[C:14](=[CH:15][CH:16]=2)[N:13]([C:17]([O:19][C:20]([CH3:23])([CH3:21])[CH3:22])=[O:18])[N:12]=[C:11]3[NH:24][C:25]2[S:26][C:27]([CH2:30][C:34]#[N:35])=[CH:28][N:29]=2)=[N:4][CH:5]=[CH:6][CH:7]=1. The yield is 0.250. (5) The reactants are [F:1][C:2]1([F:24])[CH2:7][CH2:6][CH2:5][N:4]([C:8]2[N:12]([CH2:13][CH2:14][O:15][CH2:16][Si:17]([CH3:20])([CH3:19])[CH3:18])[N:11]=[CH:10][C:9]=2[N+:21]([O-])=O)[CH2:3]1.O.[Cl-].[NH4+]. The catalyst is C(O)C.ClCCl.[Fe]. The product is [F:24][C:2]1([F:1])[CH2:7][CH2:6][CH2:5][N:4]([C:8]2[N:12]([CH2:13][CH2:14][O:15][CH2:16][Si:17]([CH3:18])([CH3:20])[CH3:19])[N:11]=[CH:10][C:9]=2[NH2:21])[CH2:3]1. The yield is 0.930. (6) The reactants are [Br:1][C:2]1[CH:8]=[CH:7][C:5]([NH2:6])=[C:4]([F:9])[C:3]=1[F:10].ClC(Cl)(Cl)C[O:14][C:15](=O)[NH:16][C:17]1[CH:22]=[CH:21][C:20]([C:23](=[O:27])[N:24]([CH3:26])[CH3:25])=[CH:19][CH:18]=1.C1(C)C=CC=CC=1. The catalyst is C(OCC)(=O)C. The product is [Br:1][C:2]1[CH:8]=[CH:7][C:5]([NH:6][C:15](=[O:14])[NH:16][C:17]2[CH:22]=[CH:21][C:20]([C:23]([N:24]([CH3:26])[CH3:25])=[O:27])=[CH:19][CH:18]=2)=[C:4]([F:9])[C:3]=1[F:10]. The yield is 0.360.